This data is from Full USPTO retrosynthesis dataset with 1.9M reactions from patents (1976-2016). The task is: Predict the reactants needed to synthesize the given product. Given the product [NH:2]1[CH2:3][CH2:4][CH:5]([C:8]2[C:17]3[C:12](=[CH:13][CH:14]=[CH:15][CH:16]=3)[C:11]([C:18]([O:20][CH3:21])=[O:19])=[CH:10][CH:9]=2)[CH2:6][CH2:7]1, predict the reactants needed to synthesize it. The reactants are: C[N:2]1[CH2:7][CH2:6][CH:5]([C:8]2[C:17]3[C:12](=[CH:13][CH:14]=[CH:15][CH:16]=3)[C:11]([C:18]([O:20][CH3:21])=[O:19])=[CH:10][CH:9]=2)[CH2:4][CH2:3]1.C(N(C(C)C)C(C)C)C.ClC(OC(Cl)C)=O.